From a dataset of Full USPTO retrosynthesis dataset with 1.9M reactions from patents (1976-2016). Predict the reactants needed to synthesize the given product. (1) Given the product [Br:1][C:2]1[CH:3]=[C:4]2[C:5](=[C:6]([O:8][CH3:9])[CH:7]=1)[N:10]=[C:11]([C:12]1[CH:13]=[N:14][CH:15]=[CH:16][CH:17]=1)[N:20]=[C:19]2[OH:21], predict the reactants needed to synthesize it. The reactants are: [Br:1][C:2]1[CH:7]=[C:6]([O:8][CH3:9])[C:5]([NH:10][C:11](=O)[C:12]2[CH:17]=[CH:16][CH:15]=[N:14][CH:13]=2)=[C:4]([C:19](=[O:21])[NH2:20])[CH:3]=1.[OH-].[Na+]. (2) Given the product [C:9]1([C:2]2[CH:7]=[C:6]([Cl:8])[CH:5]=[CH:4][N:3]=2)[CH:14]=[CH:13][CH:12]=[CH:11][CH:10]=1, predict the reactants needed to synthesize it. The reactants are: Cl[C:2]1[CH:7]=[C:6]([Cl:8])[CH:5]=[CH:4][N:3]=1.[C:9]1(B(O)O)[CH:14]=[CH:13][CH:12]=[CH:11][CH:10]=1.C(=O)([O-])[O-].[K+].[K+].C(COC)OC. (3) The reactants are: [CH2:1]([O:3][C:4](=[O:38])[C:5]([CH3:37])([O:7][C:8]1[CH:13]=[CH:12][C:11]([O:14][CH2:15][CH2:16][C:17]2[N:18]=[C:19]([C:23]3[CH:28]=[CH:27][C:26]([C:29]#[C:30]C4C=CC=CC=4)=[CH:25][CH:24]=3)[O:20][C:21]=2[CH3:22])=[CH:10][CH:9]=1)[CH3:6])[CH3:2]. Given the product [CH2:1]([O:3][C:4](=[O:38])[C:5]([O:7][C:8]1[CH:9]=[CH:10][C:11]([O:14][CH2:15][CH2:16][C:17]2[N:18]=[C:19]([C:23]3[CH:28]=[CH:27][C:26]([C:29]#[CH:30])=[CH:25][CH:24]=3)[O:20][C:21]=2[CH3:22])=[CH:12][CH:13]=1)([CH3:6])[CH3:37])[CH3:2], predict the reactants needed to synthesize it. (4) Given the product [CH:43]([C:46]1[CH:51]=[CH:50][C:49]([NH:52][C:53]2[O:57][C:56]([C:58]([NH:60][C:61]3[CH:62]=[CH:63][C:64]([C:24]([O:27][C@@H:28]4[CH2:31][C@H:30]([C:32]([OH:34])=[O:33])[CH2:29]4)=[O:1])=[N:65][CH:66]=3)=[O:59])=[N:55][N:54]=2)=[CH:48][CH:47]=1)([CH3:45])[CH3:44].[CH:3]([C:6]1[CH:7]=[CH:8][C:9]([NH:12][C:13]2[O:17][C:16]([C:18]([NH:20][C:21]3[CH:22]=[CH:23][C:24]([O:27][C@H:28]4[CH2:29][C@H:30]([C:32]([OH:34])=[O:33])[CH2:31]4)=[N:25][CH:26]=3)=[O:19])=[N:15][N:14]=2)=[CH:10][CH:11]=1)([CH3:5])[CH3:4], predict the reactants needed to synthesize it. The reactants are: [OH-:1].[Na+].[CH:3]([C:6]1[CH:11]=[CH:10][C:9]([NH:12][C:13]2[O:17][C:16]([C:18]([NH:20][C:21]3[CH:22]=[CH:23][C:24]([O:27][CH:28]4[CH2:31][CH:30]([C:32]([O:34]CCC5C=CC=CC=5)=[O:33])[CH2:29]4)=[N:25][CH:26]=3)=[O:19])=[N:15][N:14]=2)=[CH:8][CH:7]=1)([CH3:5])[CH3:4].[CH:43]([C:46]1[CH:51]=[CH:50][C:49]([NH:52][C:53]2[O:57][C:56]([C:58]([NH:60][C:61]3[CH:62]=[CH:63][C:64](OC4CC(C(O)=O)C4)=[N:65][CH:66]=3)=[O:59])=[N:55][N:54]=2)=[CH:48][CH:47]=1)([CH3:45])[CH3:44]. (5) Given the product [NH2:11][C:3]1[C:4](=[O:10])[N:5]([CH3:9])[C:6](=[O:8])[NH:7][C:2]=1[NH2:1], predict the reactants needed to synthesize it. The reactants are: [NH2:1][C:2]1[NH:7][C:6](=[O:8])[N:5]([CH3:9])[C:4](=[O:10])[C:3]=1[N:11]=O.S(S([O-])=O)([O-])=O.[Na+].[Na+].